This data is from TCR-epitope binding with 47,182 pairs between 192 epitopes and 23,139 TCRs. The task is: Binary Classification. Given a T-cell receptor sequence (or CDR3 region) and an epitope sequence, predict whether binding occurs between them. (1) The epitope is KLSYGIATV. The TCR CDR3 sequence is CAIGGGGELQETQYF. Result: 1 (the TCR binds to the epitope). (2) The epitope is ELAGIGILTV. The TCR CDR3 sequence is CASSTTSGGANEQYF. Result: 1 (the TCR binds to the epitope).